This data is from Peptide-MHC class I binding affinity with 185,985 pairs from IEDB/IMGT. The task is: Regression. Given a peptide amino acid sequence and an MHC pseudo amino acid sequence, predict their binding affinity value. This is MHC class I binding data. (1) The peptide sequence is DVRTLLGLI. The MHC is HLA-A02:03 with pseudo-sequence HLA-A02:03. The binding affinity (normalized) is 0.199. (2) The peptide sequence is SMFERDFHF. The MHC is HLA-B83:01 with pseudo-sequence HLA-B83:01. The binding affinity (normalized) is 0.213. (3) The peptide sequence is TVSALVYDNK. The MHC is HLA-A31:01 with pseudo-sequence HLA-A31:01. The binding affinity (normalized) is 0.215.